From a dataset of Reaction yield outcomes from USPTO patents with 853,638 reactions. Predict the reaction yield, written as a fraction of the theoretical maximum amount of product (1.0 means a 100% yield; for example, 0.34 means a 34% yield). (1) The reactants are [CH3:1][O:2][C:3]1[CH:8]=[CH:7][C:6]([NH:9][NH2:10])=[CH:5][CH:4]=1.[C:11]([CH2:17][C:18]#[N:19])(=O)[C:12]([CH3:15])([CH3:14])[CH3:13]. The catalyst is CCO.Cl. The product is [C:12]([C:11]1[CH:17]=[C:18]([NH2:19])[N:9]([C:6]2[CH:7]=[CH:8][C:3]([O:2][CH3:1])=[CH:4][CH:5]=2)[N:10]=1)([CH3:15])([CH3:14])[CH3:13]. The yield is 0.820. (2) The catalyst is ClC1C=CC=CC=1. The yield is 0.648. The reactants are [C:1]([O:11][CH3:12])(=O)[CH2:2][CH2:3][CH2:4][CH2:5][C:6]([O:8][CH3:9])=O.[NH2:13][C@H:14](CO)[CH:15]([CH3:17])[CH3:16]. The product is [CH:15]([C@H:14]1[CH2:12][O:11][C:1]([CH2:2][CH2:3][CH2:4][CH2:5][C:6]2[O:8][CH2:9][C@H:14]([CH:15]([CH3:17])[CH3:16])[N:13]=2)=[N:13]1)([CH3:17])[CH3:16]. (3) The reactants are [Cl:1][C:2]1[CH:7]=[CH:6][C:5]([O:8][C:9]2[CH:14]=[CH:13][C:12]([CH2:15][CH2:16][C:17]3[NH:18][CH:19]=[C:20]([CH2:24][C:25]4[CH:26]=[N:27][CH:28]=[N:29][CH:30]=4)[C:21](=[O:23])[N:22]=3)=[CH:11][CH:10]=2)=[CH:4][C:3]=1[C:31]([F:34])([F:33])[F:32].[CH3:35]CN(C(C)C)C(C)C.CI. The catalyst is ClC(Cl)C. The product is [Cl:1][C:2]1[CH:7]=[CH:6][C:5]([O:8][C:9]2[CH:14]=[CH:13][C:12]([CH2:15][CH2:16][C:17]3[N:18]([CH3:35])[CH:19]=[C:20]([CH2:24][C:25]4[CH:30]=[N:29][CH:28]=[N:27][CH:26]=4)[C:21](=[O:23])[N:22]=3)=[CH:11][CH:10]=2)=[CH:4][C:3]=1[C:31]([F:34])([F:32])[F:33]. The yield is 0.0780. (4) The reactants are C([O:4][C:5]1[CH:6]=[CH:7][CH:8]=[C:9]2[C:14]=1[O:13][C:12]([N:15]1[CH2:20][CH2:19][O:18][CH2:17][CH2:16]1)=[CH:11][C:10]2=[O:21])C=C.C1N2CCN(CC2)C1. The catalyst is C(O)C.[Ru]Cl.C1(P(C2C=CC=CC=2)C2C=CC=CC=2)C=CC=CC=1. The product is [OH:4][C:5]1[CH:6]=[CH:7][CH:8]=[C:9]2[C:14]=1[O:13][C:12]([N:15]1[CH2:16][CH2:17][O:18][CH2:19][CH2:20]1)=[CH:11][C:10]2=[O:21]. The yield is 0.930.